This data is from Reaction yield outcomes from USPTO patents with 853,638 reactions. The task is: Predict the reaction yield, written as a fraction of the theoretical maximum amount of product (1.0 means a 100% yield; for example, 0.34 means a 34% yield). (1) The reactants are [CH2:1]([Mg]Cl)[CH3:2].O1CCC[CH2:6]1.[C:10]([C:16]([O:18][CH3:19])=[O:17])#[C:11][C:12]([O:14][CH3:15])=[O:13].CI.[Cl-].[NH4+]. The catalyst is O1CCCC1.CSC.[Cu+].[Br-].CN(C)P(=O)(N(C)C)N(C)C. The product is [CH3:15][O:14][C:12](=[O:13])/[C:11](/[CH2:1][CH3:2])=[C:10](/[CH3:6])\[C:16]([O:18][CH3:19])=[O:17]. The yield is 0.140. (2) The reactants are [I:1]I.[NH2:3][C:4]1[CH:14]=[CH:13][C:12]([Br:15])=[C:6]2[C:7]([NH:9][C:10](=[O:11])[C:5]=12)=[O:8].S([O-])([O-])(=O)=S.[Na+].[Na+]. The catalyst is C(O)C.S([O-])([O-])(=O)=O.[Ag+2]. The product is [NH2:3][C:4]1[C:14]([I:1])=[CH:13][C:12]([Br:15])=[C:6]2[C:7]([NH:9][C:10](=[O:11])[C:5]=12)=[O:8]. The yield is 0.960. (3) The reactants are C[O:2][C:3](=[O:29])/[CH:4]=[CH:5]/[C:6]1[CH:7]=[C:8]2[C:25](=[CH:26][CH:27]=1)[O:24][C:11]1([CH2:15][N:14]([CH2:16][CH2:17][C:18]3[CH:23]=[CH:22][CH:21]=[CH:20][CH:19]=3)[CH2:13][CH2:12]1)[CH2:10][C:9]2=[O:28].Cl. The catalyst is CC(O)=O. The product is [C:18]1([CH2:17][CH2:16][N:14]2[CH2:15][C:11]3([CH2:10][C:9](=[O:28])[C:8]4[C:25](=[CH:26][CH:27]=[C:6](/[CH:5]=[CH:4]/[C:3]([OH:29])=[O:2])[CH:7]=4)[O:24]3)[CH2:12][CH2:13]2)[CH:23]=[CH:22][CH:21]=[CH:20][CH:19]=1. The yield is 0.980. (4) The reactants are [CH2:1]([N:3]([CH2:33][CH3:34])[CH2:4][CH2:5][CH2:6]/[CH:7]=[CH:8]\[C:9]1[CH:14]=[CH:13][CH:12]=[CH:11][C:10]=1[S:15]([NH:18][C:19]1[CH:28]=[CH:27][C:26]2[CH2:25][CH2:24][CH2:23][CH2:22][C:21]=2[C:20]=1[C:29]([O:31][CH3:32])=[O:30])(=[O:17])=[O:16])[CH3:2]. The catalyst is CO.[Pd]. The product is [CH2:33]([N:3]([CH2:1][CH3:2])[CH2:4][CH2:5][CH2:6][CH2:7][CH2:8][C:9]1[CH:14]=[CH:13][CH:12]=[CH:11][C:10]=1[S:15]([NH:18][C:19]1[CH:28]=[CH:27][C:26]2[CH2:25][CH2:24][CH2:23][CH2:22][C:21]=2[C:20]=1[C:29]([O:31][CH3:32])=[O:30])(=[O:16])=[O:17])[CH3:34]. The yield is 0.810.